Predict the reaction yield, written as a fraction of the theoretical maximum amount of product (1.0 means a 100% yield; for example, 0.34 means a 34% yield). From a dataset of Reaction yield outcomes from USPTO patents with 853,638 reactions. (1) The reactants are [CH3:1][C:2]1[C:3]([Sn](CCCC)(CCCC)CCCC)=[N:4][CH:5]=[CH:6][CH:7]=1.[C:21]([O:25][C:26](=[O:45])[N:27]([CH2:29][C:30]1[CH:34]=[C:33](Br)[N:32]([S:36]([C:39]2[CH:40]=[N:41][CH:42]=[CH:43][CH:44]=2)(=[O:38])=[O:37])[CH:31]=1)[CH3:28])([CH3:24])([CH3:23])[CH3:22]. The catalyst is C1(C)C=CC=CC=1.C1C=CC([P]([Pd]([P](C2C=CC=CC=2)(C2C=CC=CC=2)C2C=CC=CC=2)([P](C2C=CC=CC=2)(C2C=CC=CC=2)C2C=CC=CC=2)[P](C2C=CC=CC=2)(C2C=CC=CC=2)C2C=CC=CC=2)(C2C=CC=CC=2)C2C=CC=CC=2)=CC=1. The product is [CH3:28][N:27]([CH2:29][C:30]1[CH:34]=[C:33]([C:3]2[C:2]([CH3:1])=[CH:7][CH:6]=[CH:5][N:4]=2)[N:32]([S:36]([C:39]2[CH:40]=[N:41][CH:42]=[CH:43][CH:44]=2)(=[O:38])=[O:37])[CH:31]=1)[C:26](=[O:45])[O:25][C:21]([CH3:24])([CH3:22])[CH3:23]. The yield is 0.220. (2) The reactants are [CH:1]1([O:6][C:7](=[O:48])[C@@H:8]([NH:40]C(OC(C)(C)C)=O)[CH2:9][CH2:10][O:11][C:12]2[CH:13]=[C:14]3[C:19](=[CH:20][C:21]=2[O:22][CH3:23])[N:18]=[CH:17][CH:16]=[C:15]3[O:24][C:25]2[CH:30]=[CH:29][C:28]([NH:31][C:32](=[O:39])[C:33]3[CH:38]=[CH:37][CH:36]=[CH:35][CH:34]=3)=[CH:27][CH:26]=2)[CH2:5][CH2:4][CH2:3][CH2:2]1. The catalyst is C(O)(C(F)(F)F)=O.C(Cl)Cl. The product is [CH:1]1([O:6][C:7](=[O:48])[C@@H:8]([NH2:40])[CH2:9][CH2:10][O:11][C:12]2[CH:13]=[C:14]3[C:19](=[CH:20][C:21]=2[O:22][CH3:23])[N:18]=[CH:17][CH:16]=[C:15]3[O:24][C:25]2[CH:26]=[CH:27][C:28]([NH:31][C:32](=[O:39])[C:33]3[CH:34]=[CH:35][CH:36]=[CH:37][CH:38]=3)=[CH:29][CH:30]=2)[CH2:2][CH2:3][CH2:4][CH2:5]1. The yield is 0.710.